Dataset: Merck oncology drug combination screen with 23,052 pairs across 39 cell lines. Task: Regression. Given two drug SMILES strings and cell line genomic features, predict the synergy score measuring deviation from expected non-interaction effect. (1) Cell line: KPL1. Drug 1: O=S1(=O)NC2(CN1CC(F)(F)F)C1CCC2Cc2cc(C=CCN3CCC(C(F)(F)F)CC3)ccc2C1. Drug 2: COc1cc(C2c3cc4c(cc3C(OC3OC5COC(C)OC5C(O)C3O)C3COC(=O)C23)OCO4)cc(OC)c1O. Synergy scores: synergy=24.9. (2) Drug 2: CCc1cnn2c(NCc3ccc[n+]([O-])c3)cc(N3CCCCC3CCO)nc12. Cell line: A2780. Synergy scores: synergy=5.87. Drug 1: NC(=O)c1cccc2cn(-c3ccc(C4CCCNC4)cc3)nc12.